Dataset: Full USPTO retrosynthesis dataset with 1.9M reactions from patents (1976-2016). Task: Predict the reactants needed to synthesize the given product. (1) Given the product [C:41]([O:43][CH:12]1[C@H:16]([O:15][C:14](=[O:13])[CH3:17])[C@H:9]([O:8][CH2:1][C:2]2[CH:7]=[CH:6][CH:5]=[CH:4][CH:3]=2)[C@:10]([CH2:21][O:22][CH2:23][C:24]2[CH:25]=[CH:26][CH:27]=[CH:28][CH:29]=2)([CH:19]=[CH2:20])[O:11]1)(=[O:42])[CH3:40], predict the reactants needed to synthesize it. The reactants are: [CH2:1]([O:8][C@H:9]1[C@@H:16]2[C@@H:12]([O:13][C:14](C)([CH3:17])[O:15]2)[O:11][C@@:10]1([CH2:21][O:22][CH2:23][C:24]1[CH:29]=[CH:28][CH:27]=[CH:26][CH:25]=1)[CH:19]=[CH2:20])[C:2]1[CH:7]=[CH:6][CH:5]=[CH:4][CH:3]=1.OS(O)(=O)=O.C([O-])(O)=O.[Na+].[CH3:40][C:41]([OH:43])=[O:42].[CH3:40][C:41]([O:43]C(C)=O)=[O:42]. (2) Given the product [Br:1][C:2]1[CH:3]=[C:4]([CH3:17])[C:5]([C:9]2[C:10](=[O:16])[CH:11]([CH:34]([OH:35])[C:29]3[CH:30]=[CH:31][CH:32]=[CH:33][N:28]=3)[CH2:12][C:13]=2[O:14][CH3:15])=[C:6]([CH3:8])[CH:7]=1, predict the reactants needed to synthesize it. The reactants are: [Br:1][C:2]1[CH:7]=[C:6]([CH3:8])[C:5]([C:9]2[C:10](=[O:16])[CH2:11][CH2:12][C:13]=2[O:14][CH3:15])=[C:4]([CH3:17])[CH:3]=1.C[Si]([N-][Si](C)(C)C)(C)C.[Li+].[N:28]1[CH:33]=[CH:32][CH:31]=[CH:30][C:29]=1[CH:34]=[O:35]. (3) Given the product [CH3:2][C:3]1[C:7]([CH2:8][N:9]2[CH:13]=[C:12]([N:14]3[C:21](=[O:22])[C:20]4[C:19](=[CH:28][CH:27]=[CH:26][CH:25]=4)[NH:16][C:17]3=[O:18])[CH:11]=[N:10]2)=[C:6]([CH3:15])[O:5][N:4]=1, predict the reactants needed to synthesize it. The reactants are: Cl.[CH3:2][C:3]1[C:7]([CH2:8][N:9]2[CH:13]=[C:12]([NH2:14])[CH:11]=[N:10]2)=[C:6]([CH3:15])[O:5][N:4]=1.[N:16]([C:19]1[CH:28]=[CH:27][CH:26]=[CH:25][C:20]=1[C:21](OC)=[O:22])=[C:17]=[O:18].C(N(CC)CC)C. (4) Given the product [CH2:1]([O:3][C:4]([C:5]1[S:9][C:8]([N:10]2[CH2:15][CH2:14][N:13]([C:16](=[O:27])[C:17]3[CH:22]=[CH:21][CH:20]=[CH:19][C:18]=3[C:23]([F:26])([F:25])[F:24])[CH2:12][CH2:11]2)=[N:7][N:6]=1)=[O:29])[CH3:2], predict the reactants needed to synthesize it. The reactants are: [CH2:1]([O:3][C:4](=[O:29])[C:5](=O)[NH:6][NH:7][C:8]([N:10]1[CH2:15][CH2:14][N:13]([C:16](=[O:27])[C:17]2[CH:22]=[CH:21][CH:20]=[CH:19][C:18]=2[C:23]([F:26])([F:25])[F:24])[CH2:12][CH2:11]1)=[S:9])[CH3:2].CS(O)(=O)=O. (5) Given the product [C:13]([C:16]1[CH:21]=[CH:20][C:19]([S:22][CH2:23][C:24]2[CH:25]=[CH:26][C:27]([C@H:30]([OH:39])[C:31]3[CH:32]=[C:33]([CH:36]=[CH:37][CH:38]=3)[C:34]#[N:35])=[CH:28][CH:29]=2)=[C:18]([CH2:46][CH2:47][CH3:48])[C:17]=1[OH:49])(=[O:15])[CH3:14], predict the reactants needed to synthesize it. The reactants are: O.C1(C)C=CC(S(O)(=O)=O)=CC=1.[C:13]([C:16]1[CH:21]=[CH:20][C:19]([S:22][CH2:23][C:24]2[CH:29]=[CH:28][C:27]([C@H:30]([O:39]C3CCCCO3)[C:31]3[CH:32]=[C:33]([CH:36]=[CH:37][CH:38]=3)[C:34]#[N:35])=[CH:26][CH:25]=2)=[C:18]([CH2:46][CH2:47][CH3:48])[C:17]=1[OH:49])(=[O:15])[CH3:14]. (6) Given the product [CH3:27][CH2:28][CH2:2][CH:3]([CH3:8])[CH3:4].[C:43]([O:47][C:48](=[O:54])[CH2:49][N:50]1[C:64](=[O:63])[C:65]2[C:66]([Cl:72])=[N:67][CH:68]=[CH:69][C:70]=2[NH:53][C:51]1=[O:52])([CH3:46])([CH3:44])[CH3:45], predict the reactants needed to synthesize it. The reactants are: C[C:2]1(C)[C:28]2C(=C(P(C3C=CC=CC=3)C3C=CC=CC=3)C=C[CH:27]=2)O[C:4]2C(P(C3C=CC=CC=3)C3C=CC=CC=3)=CC=[CH:8][C:3]1=2.[C:43]([O:47][C:48](=[O:54])[CH2:49][NH:50][C:51]([NH2:53])=[O:52])([CH3:46])([CH3:45])[CH3:44].C([O-])([O-])=O.[Cs+].[Cs+].C([O:63][C:64](=O)[C:65]1[C:70](I)=[CH:69][CH:68]=[N:67][C:66]=1[Cl:72])C. (7) Given the product [F:33][C:30]1[CH:29]=[C:19]([CH:18]=[C:17]([C:4]2[N:5]=[CH:6][C:7]3[C:8]([C:10]4[CH:15]=[CH:14][C:13]([F:16])=[CH:12][CH:11]=4)=[N:36][N:35]([CH3:34])[C:2]=3[CH:3]=2)[C:31]=1[CH3:32])[C:20]([NH:22][C:23]1[N:27]([CH3:28])[N:26]=[CH:25][CH:24]=1)=[O:21], predict the reactants needed to synthesize it. The reactants are: Cl[C:2]1[C:7]([C:8]([C:10]2[CH:15]=[CH:14][C:13]([F:16])=[CH:12][CH:11]=2)=O)=[CH:6][N:5]=[C:4]([C:17]2[CH:18]=[C:19]([CH:29]=[C:30]([F:33])[C:31]=2[CH3:32])[C:20]([NH:22][C:23]2[N:27]([CH3:28])[N:26]=[CH:25][CH:24]=2)=[O:21])[CH:3]=1.[CH3:34][NH:35][NH2:36].